From a dataset of Full USPTO retrosynthesis dataset with 1.9M reactions from patents (1976-2016). Predict the reactants needed to synthesize the given product. (1) Given the product [C:29]([NH:1][C:2]1[CH:3]=[CH:4][C:5]2[O:10][C@:9]([CH:12]([O:15][CH3:16])[O:13][CH3:14])([CH3:11])[C@H:8]([OH:17])[C@@H:7]([N:18]3[C:22]4[CH:23]=[CH:24][CH:25]=[CH:26][C:21]=4[O:20][C:19]3=[S:27])[C:6]=2[CH:28]=1)(=[O:31])[CH3:30], predict the reactants needed to synthesize it. The reactants are: [NH2:1][C:2]1[CH:3]=[CH:4][C:5]2[O:10][C@:9]([CH:12]([O:15][CH3:16])[O:13][CH3:14])([CH3:11])[C@H:8]([OH:17])[C@@H:7]([N:18]3[C:22]4[CH:23]=[CH:24][CH:25]=[CH:26][C:21]=4[O:20][C:19]3=[S:27])[C:6]=2[CH:28]=1.[C:29](OC(=O)C)(=[O:31])[CH3:30].C(N(CC)CC)C.C([O-])(O)=O.[Na+]. (2) Given the product [Cl:30][C:31]1[S:35][C:34]([C:36]([NH:21][C@@H:19]([CH3:20])[C@H:18]([O:17][C:13]2[CH:12]=[C:11]3[C:16](=[CH:15][CH:14]=2)[N:8]([C:5]2[CH:4]=[CH:3][C:2]([F:1])=[CH:7][CH:6]=2)[N:9]=[CH:10]3)[C:22]2[CH:27]=[CH:26][CH:25]=[C:24]([O:28][CH3:29])[CH:23]=2)=[O:37])=[CH:33][CH:32]=1, predict the reactants needed to synthesize it. The reactants are: [F:1][C:2]1[CH:7]=[CH:6][C:5]([N:8]2[C:16]3[C:11](=[CH:12][C:13]([O:17][C@H:18]([C:22]4[CH:27]=[CH:26][CH:25]=[C:24]([O:28][CH3:29])[CH:23]=4)[C@@H:19]([NH2:21])[CH3:20])=[CH:14][CH:15]=3)[CH:10]=[N:9]2)=[CH:4][CH:3]=1.[Cl:30][C:31]1[S:35][C:34]([C:36](O)=[O:37])=[CH:33][CH:32]=1.